From a dataset of Forward reaction prediction with 1.9M reactions from USPTO patents (1976-2016). Predict the product of the given reaction. Given the reactants Cl.[NH2:2][C:3]1[C:8]2[CH:9](O)[CH2:10][O:11][C:7]=2[CH:6]=[CH:5][C:4]=1[Br:13], predict the reaction product. The product is: [NH2:2][C:3]1[C:8]2[CH:9]=[CH:10][O:11][C:7]=2[CH:6]=[CH:5][C:4]=1[Br:13].